From a dataset of Experimentally validated miRNA-target interactions with 360,000+ pairs, plus equal number of negative samples. Binary Classification. Given a miRNA mature sequence and a target amino acid sequence, predict their likelihood of interaction. (1) The miRNA is hsa-miR-564 with sequence AGGCACGGUGUCAGCAGGC. The protein sequence of the target gene is MPENVAPRSGATAGAAGGRGKGAYQDRDKPAQIRFSNISAAKAVADAIRTSLGPKGMDKMIQDGKGDVTITNDGATILKQMQVLHPAARMLVELSKAQDIEAGDGTTSVVIIAGSLLDSCTKLLQKGIHPTIISESFQKALEKGIEILTDMSRPVELSDRETLLNSATTSLNSKVVSQYSSLLSPMSVNAVMKVIDPATATSVDLRDIKIVKKLGGTIDDCELVEGLVLTQKVSNSGITRVEKAKIGLIQFCLSAPKTDMDNQIVVSDYAQMDRVLREERAYILNLVKQIKKTGCNVLLI.... Result: 0 (no interaction). (2) The miRNA is mmu-miR-3095-5p with sequence AAGCUUUCUCAUCUGUGACACU. The protein sequence of the target gene is MSGGGGGGGSAPSRFADYFVICGLDTETGLEPDELSALCQYIQASKARDGASPFISSTTEGENFEQTPLRRTFKSKVLARYPENVDWNPFDQDAVGMLCMPKGLAFKTQADPREPQFHAFIITREDGSRTFGFALTFYEEVTSKQICSAMQTLYHMHNAEYDVLHAPLADGGDQSGMEDGEGIPGTKLQRFNSYDISRDTLYVSKCICLITPMSFMKACRSVLQQLHQAVTSPQPPPLPLESYIYNVLYEVPLPPPGRSLKFSGVYGPIICQRPSTNELPLFDFPVKEVFELLGVENVFQ.... Result: 0 (no interaction). (3) The miRNA is mmu-miR-212-3p with sequence UAACAGUCUCCAGUCACGGCCA. The protein sequence of the target gene is MALAGLCALFACCWGPAAVLATAAGDVDPSKELECKLKSITVSALPFLRENDLSIMHSPSASEPKLLFSVRNDFPGEMVVVDDLENTELPYFVLEISGNTEDIPLVRWRQQWLENGTLLFHIHHQDGAPSLPGQDPTEEPQHESAEEELRILHISVMGGMIALLLSILCLVMILYTRRRWCKRRRVPQPQKSASAEAANEIHYIPSVLIGGHGRESLRNARVQGHNSSGTLSIRETPILDGYEYDITDLRHHLQRECMNGGEDFASQVTRTLDSLQGCNEKSGMDLTPGSDNAKLSLMNK.... Result: 0 (no interaction). (4) The miRNA is hsa-miR-382-3p with sequence AAUCAUUCACGGACAACACUU. The protein sequence of the target gene is MASMQKRLQKELLALQNDPPPGMTLNEKSVQNSITQWIVDMEGAPGTLYEGEKFQLLFKFSSRYPFDSPQVMFTGENIPVHPHVYSNGHICLSILTEDWSPALSVQSVCLSIISMLSSCKEKRRPPDNSFYVRTCNKNPKKTKWWYHDDTC. Result: 1 (interaction). (5) The miRNA is hsa-miR-4649-5p with sequence UGGGCGAGGGGUGGGCUCUCAGAG. The protein sequence of the target gene is MDPDWGQRDVGWAALLVLFAASLITVLGWMLQYARGLWLSRADGGRDSRPASAAEPGGSLRELGVWRSLLRLRATRTSTPEEAGVRGLLASLFAFKSFRENWQRAWVRALNEQACRDGSSIQIAFEEIPQLPPRASISHVTCVDQSERTMVLHCQLSAEEVRFPISVTQQSPAAVSMETYHVTLTLPPTQLEVSLEEIPDEGLLVSWAFTDRPELSLKVLPKLQTRERDEEQPELSTVEELIKDAIVSTQPAMMVNLRACSAPGGLVPSEKPPTMSQAQPSIPRPTRLFLRQLRASHLGS.... Result: 0 (no interaction). (6) The miRNA is hsa-miR-32-3p with sequence CAAUUUAGUGUGUGUGAUAUUU. The protein sequence of the target gene is MADEKPKEGVKTENNDHINLKVAGQDGSVVQFKIKRHTPLSKLMKAYCERQGLSMRQIRFRFDGQPINETDTPAQLEMEDEDTIDVFQQQTGGVY. Result: 1 (interaction).